The task is: Regression. Given a peptide amino acid sequence and an MHC pseudo amino acid sequence, predict their binding affinity value. This is MHC class II binding data.. This data is from Peptide-MHC class II binding affinity with 134,281 pairs from IEDB. (1) The peptide sequence is KVEFTGDLVVKALGA. The MHC is DRB1_1501 with pseudo-sequence DRB1_1501. The binding affinity (normalized) is 0.569. (2) The peptide sequence is AVLVATNFFGINTIP. The MHC is DRB1_0404 with pseudo-sequence DRB1_0404. The binding affinity (normalized) is 0.502.